Dataset: NCI-60 drug combinations with 297,098 pairs across 59 cell lines. Task: Regression. Given two drug SMILES strings and cell line genomic features, predict the synergy score measuring deviation from expected non-interaction effect. Drug 1: CCC1(CC2CC(C3=C(CCN(C2)C1)C4=CC=CC=C4N3)(C5=C(C=C6C(=C5)C78CCN9C7C(C=CC9)(C(C(C8N6C=O)(C(=O)OC)O)OC(=O)C)CC)OC)C(=O)OC)O.OS(=O)(=O)O. Drug 2: CC1=C2C(C(=O)C3(C(CC4C(C3C(C(C2(C)C)(CC1OC(=O)C(C(C5=CC=CC=C5)NC(=O)C6=CC=CC=C6)O)O)OC(=O)C7=CC=CC=C7)(CO4)OC(=O)C)O)C)OC(=O)C. Cell line: HCT116. Synergy scores: CSS=33.7, Synergy_ZIP=-1.62, Synergy_Bliss=-2.66, Synergy_Loewe=-3.36, Synergy_HSA=-1.36.